From a dataset of Full USPTO retrosynthesis dataset with 1.9M reactions from patents (1976-2016). Predict the reactants needed to synthesize the given product. (1) Given the product [CH:1]1([N:7]2[CH2:16][CH2:15][C:14]3[C:9](=[CH:10][CH:11]=[CH:12][CH:13]=3)[C:8]2=[O:17])[CH2:2][CH2:3][CH2:4][CH2:5][CH2:6]1, predict the reactants needed to synthesize it. The reactants are: [CH:1]1([N:7]2[CH:16]=[CH:15][C:14]3[C:9](=[CH:10][CH:11]=[CH:12][CH:13]=3)[C:8]2=[O:17])[CH2:6][CH2:5][CH2:4][CH2:3][CH2:2]1.Cl. (2) Given the product [NH2:21][C:13]1[CH:12]=[C:11]([C:7]2[O:6][CH:10]=[CH:9][CH:8]=2)[CH:20]=[CH:19][C:14]=1[C:15]([O:17][CH3:18])=[O:16], predict the reactants needed to synthesize it. The reactants are: [Cl-].[NH4+].C(O)C.[O:6]1[CH:10]=[CH:9][CH:8]=[C:7]1[C:11]1[CH:20]=[CH:19][C:14]([C:15]([O:17][CH3:18])=[O:16])=[C:13]([N+:21]([O-])=O)[CH:12]=1. (3) Given the product [C:13]([OH:18])(=[O:17])[CH3:14].[C:20]([O-:23])(=[O:22])[CH3:21].[Na+:2], predict the reactants needed to synthesize it. The reactants are: [Cl-].[Na+:2].[Cl-].[K+].O.[Cl-].[Ca+2].[Cl-].O.[Cl-].[Mg+2].[Cl-].[C:13]([O-:18])(=[O:17])[CH:14](C)O.[Na+].[C:20]([O-:23])(=[O:22])[CH3:21].[Na+]. (4) Given the product [Cl:31][C:28]1[CH:29]=[CH:30][C:25]([N:15]2[C:14](=[O:16])[CH2:13][O:12][C:11]3[N:17]=[C:7]([NH:6][CH2:5][C:4]4[CH:18]=[CH:19][C:20]([O:22][CH3:23])=[CH:21][C:3]=4[O:2][CH3:1])[CH:8]=[CH:9][C:10]2=3)=[CH:26][CH:27]=1, predict the reactants needed to synthesize it. The reactants are: [CH3:1][O:2][C:3]1[CH:21]=[C:20]([O:22][CH3:23])[CH:19]=[CH:18][C:4]=1[CH2:5][NH:6][C:7]1[CH:8]=[CH:9][C:10]2[NH:15][C:14](=[O:16])[CH2:13][O:12][C:11]=2[N:17]=1.I[C:25]1[CH:30]=[CH:29][C:28]([Cl:31])=[CH:27][CH:26]=1.CNCCNC.[F-].[Cs+]. (5) Given the product [F:2][C:3]1[CH:8]=[CH:7][C:6]([CH2:9][C:10]([Cl:21])=[O:12])=[CH:5][CH:4]=1, predict the reactants needed to synthesize it. The reactants are: O.[F:2][C:3]1[CH:8]=[CH:7][C:6]([CH2:9][C:10]([OH:12])=O)=[CH:5][CH:4]=1.CN(C)C=O.C(Cl)(=O)C([Cl:21])=O.